Dataset: Forward reaction prediction with 1.9M reactions from USPTO patents (1976-2016). Task: Predict the product of the given reaction. Given the reactants [CH3:1][N:2]1[CH:7]=[C:6]([C:8]2[CH:13]=[C:12]([CH2:14][S:15]([CH3:18])(=[O:17])=[O:16])[CH:11]=[CH:10][C:9]=2[NH:19][CH2:20][C:21]2[CH:26]=[CH:25][CH:24]=[CH:23][C:22]=2[O:27][CH2:28][C:29]2[CH:34]=[CH:33][CH:32]=[CH:31][N:30]=2)[C:5]2[CH:35]=[CH:36][NH:37][C:4]=2[C:3]1=[O:38].C=O.[C:41](=O)(O)[O-].[Na+].C(OCC)(=O)C, predict the reaction product. The product is: [CH3:1][N:2]1[C:3](=[O:38])[C:4]2[NH:37][CH:36]=[C:35]3[CH2:41][N:19]([CH2:20][C:21]4[CH:26]=[CH:25][CH:24]=[CH:23][C:22]=4[O:27][CH2:28][C:29]4[CH:34]=[CH:33][CH:32]=[CH:31][N:30]=4)[C:9]4[CH:10]=[CH:11][C:12]([CH2:14][S:15]([CH3:18])(=[O:17])=[O:16])=[CH:13][C:8]=4[C:6]([C:5]=23)=[CH:7]1.